Dataset: Forward reaction prediction with 1.9M reactions from USPTO patents (1976-2016). Task: Predict the product of the given reaction. (1) Given the reactants C(OC([N:8]1[CH2:12][C@@H:11]([CH2:13][N:14]([CH:31]([CH3:33])[CH3:32])[C:15](=[O:30])[C:16]2[CH:21]=[CH:20][C:19]([O:22][CH3:23])=[C:18]([O:24][CH2:25][CH2:26][CH2:27][O:28][CH3:29])[CH:17]=2)[C@H:10]([NH2:34])[CH2:9]1)=O)(C)(C)C.[C:35]1(=O)[CH2:39][CH2:38][CH2:37][CH2:36]1.CC#N.O.CC#N, predict the reaction product. The product is: [CH:35]1([NH:34][C@H:10]2[CH2:9][NH:8][CH2:12][C@@H:11]2[CH2:13][N:14]([CH:31]([CH3:33])[CH3:32])[C:15](=[O:30])[C:16]2[CH:21]=[CH:20][C:19]([O:22][CH3:23])=[C:18]([O:24][CH2:25][CH2:26][CH2:27][O:28][CH3:29])[CH:17]=2)[CH2:39][CH2:38][CH2:37][CH2:36]1. (2) Given the reactants [NH2:1][C:2]1([C:8]#[C:9][C:10]2[CH:15]=[CH:14][C:13]([C@@H:16]([N:18]3[CH2:23][CH2:22][C@:21]([CH2:30][C:31]([OH:34])([CH3:33])[CH3:32])([C:24]4[CH:29]=[CH:28][CH:27]=[CH:26][CH:25]=4)[O:20][C:19]3=[O:35])[CH3:17])=[CH:12][CH:11]=2)[CH2:7][CH2:6][CH2:5][CH2:4][CH2:3]1.CCN(C(C)C)C(C)C.[C:45](OC(=O)C)(=[O:47])[CH3:46], predict the reaction product. The product is: [OH:34][C:31]([CH3:32])([CH3:33])[CH2:30][C@@:21]1([C:24]2[CH:25]=[CH:26][CH:27]=[CH:28][CH:29]=2)[O:20][C:19](=[O:35])[N:18]([C@H:16]([C:13]2[CH:14]=[CH:15][C:10]([C:9]#[C:8][C:2]3([NH:1][C:45](=[O:47])[CH3:46])[CH2:3][CH2:4][CH2:5][CH2:6][CH2:7]3)=[CH:11][CH:12]=2)[CH3:17])[CH2:23][CH2:22]1. (3) Given the reactants Cl[C:2]1[N:7]=[CH:6][C:5]2[CH:8]=[N:9][N:10]([C:11]3[N:16]=[C:15]([N:17]4[CH2:23][CH2:22][CH2:21][N:20](C(OC(C)(C)C)=O)[CH2:19][CH2:18]4)[CH:14]=[CH:13][CH:12]=3)[C:4]=2[CH:3]=1.[F:31][CH:32]([F:47])[N:33]1[CH:37]=[C:36](B2OC(C)(C)C(C)(C)O2)[CH:35]=[N:34]1, predict the reaction product. The product is: [N:17]1([C:15]2[N:16]=[C:11]([N:10]3[C:4]4[CH:3]=[C:2]([C:36]5[CH:35]=[N:34][N:33]([CH:32]([F:31])[F:47])[CH:37]=5)[N:7]=[CH:6][C:5]=4[CH:8]=[N:9]3)[CH:12]=[CH:13][CH:14]=2)[CH2:23][CH2:22][CH2:21][NH:20][CH2:19][CH2:18]1. (4) The product is: [OH2:4].[S:9]([O-:13])([O-:12])(=[O:11])=[O:10].[Ca+2:8].[Ca+2:8].[S:3]([O-:7])([O-:6])(=[O:5])=[O:4]. Given the reactants O.O.[S:3]([O-:7])([O-:6])(=[O:5])=[O:4].[Ca+2:8].[S:9]([O-:13])([O-:12])(=[O:11])=[O:10].[Ca+2], predict the reaction product. (5) Given the reactants [N+:1]([C:4]1[S:8][C:7]([CH:9]=O)=[CH:6][CH:5]=1)([O-:3])=[O:2].[CH3:11][O:12][C:13]1[CH:14]=[C:15]([CH:19]=[CH:20][C:21]=1[O:22][CH3:23])[CH2:16][C:17]#[N:18], predict the reaction product. The product is: [CH3:11][O:12][C:13]1[CH:14]=[C:15](/[C:16](=[CH:9]/[C:7]2[S:8][C:4]([N+:1]([O-:3])=[O:2])=[CH:5][CH:6]=2)/[C:17]#[N:18])[CH:19]=[CH:20][C:21]=1[O:22][CH3:23]. (6) Given the reactants [C:1]1(=O)[O:6][C:4](=[O:5])[CH2:3][CH2:2]1.C[Mg]Br.[CH3:11][CH2:12]OCC.[CH3:16][C:17](O)=O, predict the reaction product. The product is: [CH2:11]([C:1]1([CH2:16][CH3:17])[O:6][C:4](=[O:5])[CH2:3][CH2:2]1)[CH3:12]. (7) Given the reactants [NH2:1][C:2](=[O:38])[CH:3]([OH:37])[CH:4]([NH:12][C:13](=[O:36])[C:14]1[CH:19]=[CH:18][CH:17]=[N:16][C:15]=1[N:20]1[CH:24]=[CH:23][C:22]([CH2:25][N:26]2[CH2:35][CH2:34][C:33]3[C:28](=[CH:29][CH:30]=[CH:31][CH:32]=3)[CH2:27]2)=[N:21]1)[CH2:5][C:6]1[CH:11]=[CH:10][CH:9]=[CH:8][CH:7]=1, predict the reaction product. The product is: [NH2:1][C:2](=[O:38])[C:3](=[O:37])[CH:4]([NH:12][C:13](=[O:36])[C:14]1[CH:19]=[CH:18][CH:17]=[N:16][C:15]=1[N:20]1[CH:24]=[CH:23][C:22]([CH2:25][N:26]2[CH2:35][CH2:34][C:33]3[C:28](=[CH:29][CH:30]=[CH:31][CH:32]=3)[CH2:27]2)=[N:21]1)[CH2:5][C:6]1[CH:7]=[CH:8][CH:9]=[CH:10][CH:11]=1. (8) Given the reactants [N+:1]([C:4]1[CH:5]=[C:6]([NH:10][C:11]2[N:18]=[CH:17][CH:16]=[CH:15][C:12]=2[CH:13]=O)[CH:7]=[CH:8][CH:9]=1)([O-:3])=[O:2].[N:19]1[CH:24]=[CH:23][C:22]([CH2:25][CH2:26][CH2:27][CH2:28][CH2:29][C:30](OC)=[O:31])=[CH:21][CH:20]=1.[Li+].CC([N-]C(C)C)C, predict the reaction product. The product is: [N+:1]([C:4]1[CH:5]=[C:6]([N:10]2[C:11]3[C:12](=[CH:15][CH:16]=[CH:17][N:18]=3)[CH:13]=[C:29]([CH2:28][CH2:27][CH2:26][CH2:25][C:22]3[CH:21]=[CH:20][N:19]=[CH:24][CH:23]=3)[C:30]2=[O:31])[CH:7]=[CH:8][CH:9]=1)([O-:3])=[O:2].